Dataset: Catalyst prediction with 721,799 reactions and 888 catalyst types from USPTO. Task: Predict which catalyst facilitates the given reaction. (1) The catalyst class is: 4. Product: [CH2:1]([N:8]1[C:13](=[O:14])[C:12]([I:28])=[C:11]([N:15]=[CH:16][N:17]([CH3:19])[CH3:18])[N:10]([CH2:20][C:21]2[CH:22]=[CH:23][CH:24]=[CH:25][CH:26]=2)[C:9]1=[O:27])[C:2]1[CH:7]=[CH:6][CH:5]=[CH:4][CH:3]=1. Reactant: [CH2:1]([N:8]1[C:13](=[O:14])[CH:12]=[C:11]([N:15]=[CH:16][N:17]([CH3:19])[CH3:18])[N:10]([CH2:20][C:21]2[CH:26]=[CH:25][CH:24]=[CH:23][CH:22]=2)[C:9]1=[O:27])[C:2]1[CH:7]=[CH:6][CH:5]=[CH:4][CH:3]=1.[I:28]N1C(=O)CCC1=O. (2) Reactant: [C:1]1([C:28]2[CH:33]=[CH:32][CH:31]=[CH:30][CH:29]=2)[CH:6]=[CH:5][C:4]([C:7]2[C:25]([F:26])=[CH:24][C:10]3[NH:11][C:12]([O:14][CH:15]4[CH2:18][CH:17]([C:19]([O:21]CC)=[O:20])[CH2:16]4)=[N:13][C:9]=3[C:8]=2[F:27])=[CH:3][CH:2]=1.O([Si](C)(C)C)[K]. Product: [C:1]1([C:28]2[CH:29]=[CH:30][CH:31]=[CH:32][CH:33]=2)[CH:2]=[CH:3][C:4]([C:7]2[C:25]([F:26])=[CH:24][C:10]3[NH:11][C:12]([O:14][CH:15]4[CH2:18][CH:17]([C:19]([OH:21])=[O:20])[CH2:16]4)=[N:13][C:9]=3[C:8]=2[F:27])=[CH:5][CH:6]=1. The catalyst class is: 49.